Dataset: Forward reaction prediction with 1.9M reactions from USPTO patents (1976-2016). Task: Predict the product of the given reaction. (1) Given the reactants CO[O:3][CH:4](CC1C=CC=CC=1)[C@H:5]([CH2:16][O:17][C:18](=[O:36])[CH2:19][CH2:20][CH2:21][CH2:22][CH2:23][CH2:24][CH2:25]/[CH:26]=[CH:27]\[CH2:28][CH2:29][CH2:30][CH2:31][CH2:32][CH2:33][CH2:34][CH3:35])[O:6][CH2:7][CH2:8][O:9][CH:10]1[CH2:15][CH2:14][CH2:13][CH2:12][O:11]1.C(C1C(=O)C(Cl)=C(Cl)C(=O)C=1C#N)#N, predict the reaction product. The product is: [C:18]([O:17][CH2:16][C@H:5]([O:6][CH2:7][CH2:8][O:9][CH:10]1[CH2:15][CH2:14][CH2:13][CH2:12][O:11]1)[CH2:4][OH:3])(=[O:36])[CH2:19][CH2:20][CH2:21][CH2:22][CH2:23][CH2:24][CH2:25]/[CH:26]=[CH:27]\[CH2:28][CH2:29][CH2:30][CH2:31][CH2:32][CH2:33][CH2:34][CH3:35]. (2) Given the reactants [Cl:1][C:2]1[CH:3]=[N:4][C:5]2[N:6]([N:8]=[C:9]([C:11]([OH:13])=O)[CH:10]=2)[CH:7]=1.[S:14]1[CH:18]=[CH:17][CH:16]=[C:15]1[C:19]1[CH2:20][CH2:21][NH:22][CH2:23][CH:24]=1, predict the reaction product. The product is: [Cl:1][C:2]1[CH:3]=[N:4][C:5]2[N:6]([N:8]=[C:9]([C:11]([N:22]3[CH2:23][CH:24]=[C:19]([C:15]4[S:14][CH:18]=[CH:17][CH:16]=4)[CH2:20][CH2:21]3)=[O:13])[CH:10]=2)[CH:7]=1. (3) Given the reactants [CH3:1][C:2]1([CH3:17])[C:10]2[C:5](=[CH:6][CH:7]=[C:8]([N+:11]([O-])=O)[CH:9]=2)[N:4]([C:14](=[O:16])[CH3:15])[CH2:3]1.O.O.[Sn](Cl)(Cl)(Cl)Cl.Cl, predict the reaction product. The product is: [NH2:11][C:8]1[CH:9]=[C:10]2[C:5](=[CH:6][CH:7]=1)[N:4]([C:14](=[O:16])[CH3:15])[CH2:3][C:2]2([CH3:17])[CH3:1]. (4) Given the reactants [Br:1][C:2]1[CH:7]=[CH:6][C:5]([OH:8])=[CH:4][C:3]=1[C:9]([CH3:12])([CH3:11])[CH3:10].N1C=CN=C1.Cl[Si:19]([CH:26]([CH3:28])[CH3:27])([CH:23]([CH3:25])[CH3:24])[CH:20]([CH3:22])[CH3:21].O, predict the reaction product. The product is: [Br:1][C:2]1[CH:7]=[CH:6][C:5]([O:8][Si:19]([CH:26]([CH3:28])[CH3:27])([CH:23]([CH3:25])[CH3:24])[CH:20]([CH3:22])[CH3:21])=[CH:4][C:3]=1[C:9]([CH3:12])([CH3:11])[CH3:10]. (5) Given the reactants [CH3:1][C:2]1[CH:16]=[CH:15][C:5]([CH:6]=[C:7]([C:12](=O)[CH3:13])[C:8]([O:10][CH3:11])=[O:9])=[CH:4][CH:3]=1.Cl.[NH2:18][C:19]([NH2:26])=[CH:20][C:21]([O:23][CH2:24][CH3:25])=[O:22].CN1CCOCC1, predict the reaction product. The product is: [NH2:18][C:19]1[NH:26][C:12]([CH3:13])=[C:7]([C:8]([O:10][CH3:11])=[O:9])[CH:6]([C:5]2[CH:15]=[CH:16][C:2]([CH3:1])=[CH:3][CH:4]=2)[C:20]=1[C:21]([O:23][CH2:24][CH3:25])=[O:22]. (6) Given the reactants [C:1](#[N:3])[CH3:2].C(O[C:7]([C:9]1[N:10]([S:18]([C:21]2[CH:26]=[CH:25][CH:24]=[CH:23][CH:22]=2)(=[O:20])=[O:19])[C:11]2[C:16]([CH:17]=1)=[CH:15][CH:14]=[CH:13][CH:12]=2)=[O:8])C.C[Si]([N-][Si](C)(C)C)(C)C.[Li+].[Cl-].[NH4+], predict the reaction product. The product is: [C:21]1([S:18]([N:10]2[C:11]3[C:16](=[CH:15][CH:14]=[CH:13][CH:12]=3)[CH:17]=[C:9]2[C:7](=[O:8])[CH2:2][C:1]#[N:3])(=[O:19])=[O:20])[CH:26]=[CH:25][CH:24]=[CH:23][CH:22]=1. (7) Given the reactants [F:1][C:2]1[CH:7]=[CH:6][CH:5]=[C:4]([F:8])[C:3]=1[C:9]1[N:13]([CH3:14])[N:12]=[C:11]([CH3:15])[CH:10]=1.[I:16]N1C(=O)CCC1=O, predict the reaction product. The product is: [F:8][C:4]1[CH:5]=[CH:6][CH:7]=[C:2]([F:1])[C:3]=1[C:9]1[N:13]([CH3:14])[N:12]=[C:11]([CH3:15])[C:10]=1[I:16]. (8) Given the reactants [C:1]([N:4]1[C:12]2[C:7](=[CH:8][CH:9]=[C:10]([O:13]C)[CH:11]=2)[C:6]([CH2:15][C:16]([O:18][CH3:19])=[O:17])=[CH:5]1)(=[O:3])[CH3:2].B(Br)(Br)Br, predict the reaction product. The product is: [C:1]([N:4]1[C:12]2[C:7](=[CH:8][CH:9]=[C:10]([OH:13])[CH:11]=2)[C:6]([CH2:15][C:16]([O:18][CH3:19])=[O:17])=[CH:5]1)(=[O:3])[CH3:2]. (9) The product is: [CH3:9][O:8][C:7]1[C:2]([C:17]2[CH:16]=[CH:15][CH:14]=[C:13]([C:12]([F:23])([F:22])[F:11])[CH:18]=2)=[N:3][C:4]([CH3:10])=[CH:5][CH:6]=1. Given the reactants Br[C:2]1[C:7]([O:8][CH3:9])=[CH:6][CH:5]=[C:4]([CH3:10])[N:3]=1.[F:11][C:12]([F:23])([F:22])[C:13]1[CH:14]=[C:15](B(O)O)[CH:16]=[CH:17][CH:18]=1.C1C=CC(P(C2C=CC=CC=2)C2C=CC=CC=2)=CC=1.C([O-])([O-])=O.[K+].[K+], predict the reaction product.